Predict the product of the given reaction. From a dataset of Forward reaction prediction with 1.9M reactions from USPTO patents (1976-2016). Given the reactants [F:1][C:2]1[CH:7]=[CH:6][C:5]([S:8][C:9]2[N:10]=[C:11]([NH:18][C:19]3[N:23](CC4C=CC(OC)=CC=4)[N:22]=[C:21]([CH3:33])[CH:20]=3)[C:12]3[CH:17]=[CH:16][NH:15][C:13]=3[N:14]=2)=[CH:4][CH:3]=1.FC1C=CC(SC2N=C(NC3N(CC4C=CC(OC)=CC=4)N=CC=3)C3C=CNC=3N=2)=CC=1, predict the reaction product. The product is: [F:1][C:2]1[CH:7]=[CH:6][C:5]([S:8][C:9]2[N:10]=[C:11]([NH:18][C:19]3[CH:20]=[C:21]([CH3:33])[NH:22][N:23]=3)[C:12]3[CH:17]=[CH:16][NH:15][C:13]=3[N:14]=2)=[CH:4][CH:3]=1.